From a dataset of Forward reaction prediction with 1.9M reactions from USPTO patents (1976-2016). Predict the product of the given reaction. (1) Given the reactants C([O-])([O-])=O.[K+].[K+].[CH2:7]([O:9][C:10]([CH:12]1[CH2:16][N:15]2[C:17]([C:27]3[S:35][C:34]4[CH:33]=[CH:32][N:31]=[CH:30][C:29]=4[CH:28]=3)=[C:18]([C:20]3[CH:25]=[CH:24][CH:23]=[C:22]([CH3:26])[N:21]=3)[N:19]=[C:14]2[N:13]1C(=O)C)=[O:11])[CH3:8], predict the reaction product. The product is: [CH2:7]([O:9][C:10]([CH:12]1[CH2:16][N:15]2[C:17]([C:27]3[S:35][C:34]4[CH:33]=[CH:32][N:31]=[CH:30][C:29]=4[CH:28]=3)=[C:18]([C:20]3[CH:25]=[CH:24][CH:23]=[C:22]([CH3:26])[N:21]=3)[N:19]=[C:14]2[NH:13]1)=[O:11])[CH3:8]. (2) Given the reactants [CH3:1][N:2]([CH3:7])[CH2:3][C:4](O)=[O:5].CN(C(ON1N=NC2C=CC=NC1=2)=[N+](C)C)C.F[P-](F)(F)(F)(F)F.C(N(CC)CC)C.[F:39][C:40]1[CH:41]=[CH:42][C:43]([N:67]2[N:71]=[CH:70][CH:69]=[N:68]2)=[C:44]([C@H:46]([O:48][C:49]2[C:50]([NH2:66])=[N:51][CH:52]=[C:53]([C:55]3[CH:56]=[N:57][N:58]([CH:60]4[CH2:65][CH2:64][NH:63][CH2:62][CH2:61]4)[CH:59]=3)[CH:54]=2)[CH3:47])[CH:45]=1, predict the reaction product. The product is: [NH2:66][C:50]1[N:51]=[CH:52][C:53]([C:55]2[CH:56]=[N:57][N:58]([CH:60]3[CH2:61][CH2:62][N:63]([C:4](=[O:5])[CH2:3][N:2]([CH3:7])[CH3:1])[CH2:64][CH2:65]3)[CH:59]=2)=[CH:54][C:49]=1[O:48][C@@H:46]([C:44]1[CH:45]=[C:40]([F:39])[CH:41]=[CH:42][C:43]=1[N:67]1[N:71]=[CH:70][CH:69]=[N:68]1)[CH3:47]. (3) Given the reactants CN(C(ON1N=NC2C=CC=CC1=2)=[N+](C)C)C.F[P-](F)(F)(F)(F)F.CCN(C(C)C)C(C)C.[F:34][C:35]1[CH:43]=[C:42]2[C:38]([C:39]([C:45]3[N:46]=[C:47]4[C:53]([C:54]([OH:56])=O)=[CH:52][N:51]([CH2:57][O:58][CH2:59][CH2:60][Si:61]([CH3:64])([CH3:63])[CH3:62])[C:48]4=[N:49][CH:50]=3)=[N:40][N:41]2[CH3:44])=[CH:37][CH:36]=1.[O:65]([CH2:72][CH:73]([NH2:75])[CH3:74])[C:66]1[CH:71]=[CH:70][CH:69]=[CH:68][CH:67]=1.C([O-])(O)=O.[Na+], predict the reaction product. The product is: [CH3:74][CH:73]([NH:75][C:54]([C:53]1[C:47]2[C:48](=[N:49][CH:50]=[C:45]([C:39]3[C:38]4[C:42](=[CH:43][C:35]([F:34])=[CH:36][CH:37]=4)[N:41]([CH3:44])[N:40]=3)[N:46]=2)[N:51]([CH2:57][O:58][CH2:59][CH2:60][Si:61]([CH3:64])([CH3:62])[CH3:63])[CH:52]=1)=[O:56])[CH2:72][O:65][C:66]1[CH:71]=[CH:70][CH:69]=[CH:68][CH:67]=1.